From a dataset of TCR-epitope binding with 47,182 pairs between 192 epitopes and 23,139 TCRs. Binary Classification. Given a T-cell receptor sequence (or CDR3 region) and an epitope sequence, predict whether binding occurs between them. (1) The epitope is LLLGIGILV. The TCR CDR3 sequence is CASSEGLAGARTYNEQFF. Result: 1 (the TCR binds to the epitope). (2) Result: 1 (the TCR binds to the epitope). The epitope is LLLGIGILV. The TCR CDR3 sequence is CASTPGGLGQPQHF. (3) The epitope is FVDGVPFVV. The TCR CDR3 sequence is CATSDIDRAGETQYF. Result: 1 (the TCR binds to the epitope). (4) The epitope is TPGPGVRYPL. The TCR CDR3 sequence is CASRQESTEAFF. Result: 0 (the TCR does not bind to the epitope).